This data is from Full USPTO retrosynthesis dataset with 1.9M reactions from patents (1976-2016). The task is: Predict the reactants needed to synthesize the given product. (1) Given the product [O:24]1[CH2:12][C@H:13]1[C:14]1[CH:19]=[CH:18][C:17]([C:20]([F:21])([F:22])[F:23])=[N:16][CH:15]=1, predict the reactants needed to synthesize it. The reactants are: CC1C=CC(S(O[CH2:12][C@H:13]([OH:24])[C:14]2[CH:15]=[N:16][C:17]([C:20]([F:23])([F:22])[F:21])=[CH:18][CH:19]=2)(=O)=O)=CC=1.[OH-].[K+]. (2) Given the product [NH2:43][C:44]1[N:45]=[CH:46][C:47]([C:31]2[CH:32]=[CH:33][C:28]([C:9]3[N:8]([C:5]4[CH:4]=[CH:3][C:2]([Cl:1])=[CH:7][CH:6]=4)[C:16](=[O:17])[C:15]4[N:14]=[CH:13][N:12]([C:18]5[CH:23]=[CH:22][CH:21]=[C:20]([S:24]([CH3:27])(=[O:26])=[O:25])[CH:19]=5)[C:11]=4[N:10]=3)=[CH:29][CH:30]=2)=[CH:48][CH:49]=1, predict the reactants needed to synthesize it. The reactants are: [Cl:1][C:2]1[CH:7]=[CH:6][C:5]([N:8]2[C:16](=[O:17])[C:15]3[N:14]=[CH:13][N:12]([C:18]4[CH:23]=[CH:22][CH:21]=[C:20]([S:24]([CH3:27])(=[O:26])=[O:25])[CH:19]=4)[C:11]=3[N:10]=[C:9]2[C:28]2[CH:33]=[CH:32][C:31](B3OC(C)(C)C(C)(C)O3)=[CH:30][CH:29]=2)=[CH:4][CH:3]=1.[NH2:43][C:44]1[CH:49]=[CH:48][C:47](Br)=[CH:46][N:45]=1.C(=O)([O-])[O-].[Cs+].[Cs+].